This data is from Forward reaction prediction with 1.9M reactions from USPTO patents (1976-2016). The task is: Predict the product of the given reaction. (1) The product is: [F:16][C:17]1[CH:24]=[CH:23][C:20]([CH2:21][NH:22][C:12]([C:3]2[C:2]([OH:1])=[C:11]3[C:6]([CH:7]=[CH:8][CH:9]=[N:10]3)=[CH:5][N:4]=2)=[O:14])=[CH:19][CH:18]=1. Given the reactants [OH:1][C:2]1[C:3]([C:12]([O:14]C)=O)=[N:4][CH:5]=[C:6]2[C:11]=1[N:10]=[CH:9][CH:8]=[CH:7]2.[F:16][C:17]1[CH:24]=[CH:23][C:20]([CH2:21][NH2:22])=[CH:19][CH:18]=1, predict the reaction product. (2) Given the reactants [Cl:1][C:2]1[C:3]([C:14]2[CH:19]=[C:18]([Cl:20])[CH:17]=[CH:16][C:15]=2[C:21]#[N:22])=[CH:4][C:5](=[O:13])[N:6]([CH:8]([CH3:12])[C:9]([OH:11])=O)[CH:7]=1.[F:23][C:24]([F:38])([F:37])[C:25]1[N:29]=[C:28]([C:30]2[CH:36]=[CH:35][C:33]([NH2:34])=[CH:32][CH:31]=2)[NH:27][N:26]=1, predict the reaction product. The product is: [Cl:1][C:2]1[C:3]([C:14]2[CH:19]=[C:18]([Cl:20])[CH:17]=[CH:16][C:15]=2[C:21]#[N:22])=[CH:4][C:5](=[O:13])[N:6]([CH:8]([CH3:12])[C:9]([NH:34][C:33]2[CH:35]=[CH:36][C:30]([C:28]3[NH:27][N:26]=[C:25]([C:24]([F:38])([F:37])[F:23])[N:29]=3)=[CH:31][CH:32]=2)=[O:11])[CH:7]=1.